From a dataset of Full USPTO retrosynthesis dataset with 1.9M reactions from patents (1976-2016). Predict the reactants needed to synthesize the given product. (1) Given the product [O:31]1[CH2:32][CH2:33][N:28]([C:25]2[CH:26]=[CH:27][C:22]([NH:1][C:2]3[CH:14]=[C:13]([C:15]4[CH:16]=[CH:17][CH:18]=[CH:19][CH:20]=4)[CH:12]=[CH:11][C:3]=3[C:4]([O:6][C:7]([CH3:10])([CH3:9])[CH3:8])=[O:5])=[CH:23][CH:24]=2)[CH2:29][CH2:30]1, predict the reactants needed to synthesize it. The reactants are: [NH2:1][C:2]1[CH:14]=[C:13]([C:15]2[CH:20]=[CH:19][CH:18]=[CH:17][CH:16]=2)[CH:12]=[CH:11][C:3]=1[C:4]([O:6][C:7]([CH3:10])([CH3:9])[CH3:8])=[O:5].Br[C:22]1[CH:27]=[CH:26][C:25]([N:28]2[CH2:33][CH2:32][O:31][CH2:30][CH2:29]2)=[CH:24][CH:23]=1.C(=O)([O-])[O-].[Cs+].[Cs+].C1(P(C2CCCCC2)C2C=CC=CC=2C2C(C(C)C)=CC(C(C)C)=CC=2C(C)C)CCCCC1. (2) Given the product [NH2:74][C:56]1[N:57]=[CH:58][C:59]([C:61]2[N:65]([CH2:66][CH3:67])[N:64]=[C:63]([CH:68]3[CH2:69][CH2:70][N:71]([C:34](=[O:36])[CH2:33][CH2:32][O:31][CH:26]4[CH2:27][CH2:28][CH2:29][CH2:30][O:25]4)[CH2:72][CH2:73]3)[N:62]=2)=[N:60][C:55]=1[C:53]1[O:54][C:50]([C:46]([CH3:47])([CH3:48])[CH3:49])=[N:51][N:52]=1, predict the reactants needed to synthesize it. The reactants are: F[P-](F)(F)(F)(F)F.N1(OC(N(C)C)=[N+](C)C)C2N=CC=CC=2N=N1.[O:25]1[CH2:30][CH2:29][CH2:28][CH2:27][CH:26]1[O:31][CH2:32][CH2:33][C:34]([OH:36])=O.C(N(C(C)C)C(C)C)C.[C:46]([C:50]1[O:54][C:53]([C:55]2[C:56]([NH2:74])=[N:57][CH:58]=[C:59]([C:61]3[N:65]([CH2:66][CH3:67])[N:64]=[C:63]([CH:68]4[CH2:73][CH2:72][NH:71][CH2:70][CH2:69]4)[N:62]=3)[N:60]=2)=[N:52][N:51]=1)([CH3:49])([CH3:48])[CH3:47].